Regression. Given a peptide amino acid sequence and an MHC pseudo amino acid sequence, predict their binding affinity value. This is MHC class I binding data. From a dataset of Peptide-MHC class I binding affinity with 185,985 pairs from IEDB/IMGT. (1) The peptide sequence is VPSIKSGNDI. The MHC is HLA-B51:01 with pseudo-sequence HLA-B51:01. The binding affinity (normalized) is 0.0756. (2) The peptide sequence is TVGMLIYSM. The MHC is HLA-A02:03 with pseudo-sequence HLA-A02:03. The binding affinity (normalized) is 0.195. (3) The peptide sequence is KLYLRPWWH. The MHC is HLA-B27:03 with pseudo-sequence HLA-B27:03. The binding affinity (normalized) is 0.0847.